Predict which catalyst facilitates the given reaction. From a dataset of Catalyst prediction with 721,799 reactions and 888 catalyst types from USPTO. (1) Reactant: C([NH:8][C@H:9]1[CH2:13][CH2:12][C@H:11]([C:14]2[C:22]3[C:17](=[CH:18][CH:19]=[C:20]([F:23])[CH:21]=3)[NH:16][CH:15]=2)[CH2:10]1)C1C=CC=CC=1.C([O-])=O.[NH4+]. Product: [F:23][C:20]1[CH:21]=[C:22]2[C:17](=[CH:18][CH:19]=1)[NH:16][CH:15]=[C:14]2[C@H:11]1[CH2:12][CH2:13][C@H:9]([NH2:8])[CH2:10]1. The catalyst class is: 19. (2) Reactant: CN(C)C=O.[CH3:6][C:7]1[C:11]([C:12]([OH:14])=[O:13])=[CH:10][N:9]([C:15]2[CH:20]=[CH:19][CH:18]=[CH:17][CH:16]=2)[N:8]=1.CS(O[CH2:26][CH2:27][C:28]([CH3:32])=[C:29]([F:31])[F:30])(=O)=O.C(=O)([O-])O.[Na+]. Product: [CH3:6][C:7]1[C:11]([C:12]([O:14][CH2:26][CH2:27][C:28]([CH3:32])=[C:29]([F:31])[F:30])=[O:13])=[CH:10][N:9]([C:15]2[CH:20]=[CH:19][CH:18]=[CH:17][CH:16]=2)[N:8]=1. The catalyst class is: 6. (3) Reactant: [CH3:1][C:2]1[N:29]=[C:5]2[NH:6][C:7](=[O:28])[C:8]([CH2:13][C:14]3[CH:19]=[CH:18][C:17]([C:20]4[C:21]([C:26]#[N:27])=[CH:22][CH:23]=[CH:24][CH:25]=4)=[CH:16][CH:15]=3)=[C:9]([CH2:10][CH2:11][CH3:12])[N:4]2[N:3]=1.Br[CH2:31][C:32]([CH3:43])([CH3:42])[CH2:33][O:34][Si:35]([C:38]([CH3:41])([CH3:40])[CH3:39])([CH3:37])[CH3:36].C(=O)([O-])[O-].[Cs+].[Cs+].CN(C)C(=O)C. Product: [Si:35]([O:34][CH2:33][C:32]([CH3:43])([CH3:42])[CH2:31][N:6]1[C:7](=[O:28])[C:8]([CH2:13][C:14]2[CH:19]=[CH:18][C:17]([C:20]3[C:21]([C:26]#[N:27])=[CH:22][CH:23]=[CH:24][CH:25]=3)=[CH:16][CH:15]=2)=[C:9]([CH2:10][CH2:11][CH3:12])[N:4]2[N:3]=[C:2]([CH3:1])[N:29]=[C:5]12)([C:38]([CH3:39])([CH3:40])[CH3:41])([CH3:36])[CH3:37]. The catalyst class is: 13.